From a dataset of Acute oral toxicity (LD50) regression data from Zhu et al.. Regression/Classification. Given a drug SMILES string, predict its toxicity properties. Task type varies by dataset: regression for continuous values (e.g., LD50, hERG inhibition percentage) or binary classification for toxic/non-toxic outcomes (e.g., AMES mutagenicity, cardiotoxicity, hepatotoxicity). Dataset: ld50_zhu. (1) The compound is COCCN1C(=O)C2C3C=C(C(O)(c4ccccc4)c4ccccn4)C(C3=C(c3ccccc3)c3ccccn3)C2C1=O. The rat oral LD50 is 4.80, given as -log10 of the dose in mol/kg body weight (higher means more acutely toxic). (2) The drug is CO[Si](CCCS)(OC)OC. The rat oral LD50 is 1.82, given as -log10 of the dose in mol/kg body weight (higher means more acutely toxic). (3) The compound is COP(=O)(SC(C)C)SC(C)C. The rat oral LD50 is 3.28, given as -log10 of the dose in mol/kg body weight (higher means more acutely toxic). (4) The molecule is COP(=S)(OC)SC1CSC=CO1. The rat oral LD50 is 3.41, given as -log10 of the dose in mol/kg body weight (higher means more acutely toxic).